Dataset: NCI-60 drug combinations with 297,098 pairs across 59 cell lines. Task: Regression. Given two drug SMILES strings and cell line genomic features, predict the synergy score measuring deviation from expected non-interaction effect. Drug 1: CN(CCCl)CCCl.Cl. Drug 2: B(C(CC(C)C)NC(=O)C(CC1=CC=CC=C1)NC(=O)C2=NC=CN=C2)(O)O. Cell line: OVCAR-8. Synergy scores: CSS=53.8, Synergy_ZIP=0.0781, Synergy_Bliss=1.39, Synergy_Loewe=-0.285, Synergy_HSA=-0.123.